From a dataset of Full USPTO retrosynthesis dataset with 1.9M reactions from patents (1976-2016). Predict the reactants needed to synthesize the given product. (1) Given the product [CH3:31][N:30]([CH3:32])[CH:27]1[CH2:28][CH2:29][N:25]([C:22]2[CH:23]=[CH:24][C:19]([NH:18][C:15]([C:12]3[CH:11]=[CH:10][C:9]([C:3]4[CH:4]=[CH:5][C:6]([F:8])=[CH:7][C:2]=4[F:1])=[CH:14][CH:13]=3)=[O:17])=[CH:20][CH:21]=2)[CH2:26]1, predict the reactants needed to synthesize it. The reactants are: [F:1][C:2]1[CH:7]=[C:6]([F:8])[CH:5]=[CH:4][C:3]=1[C:9]1[CH:14]=[CH:13][C:12]([C:15]([OH:17])=O)=[CH:11][CH:10]=1.[NH2:18][C:19]1[CH:24]=[CH:23][C:22]([N:25]2[CH2:29][CH2:28][CH:27]([N:30]([CH3:32])[CH3:31])[CH2:26]2)=[CH:21][CH:20]=1. (2) Given the product [N:54]([CH2:25][CH2:24][N:16]1[C:17]([CH2:18][CH2:19][C:20]([OH:22])=[O:21])=[C:13]([CH2:12][O:11][CH2:10][CH2:9][NH:8][C:6]([O:5][C:1]([CH3:2])([CH3:3])[CH3:4])=[O:7])[N:14]=[N:15]1)=[N+:55]=[N-:56], predict the reactants needed to synthesize it. The reactants are: [C:1]([O:5][C:6]([NH:8][CH2:9][CH2:10][O:11][CH2:12][C:13]1[N:14]=[N:15][N:16]([CH2:24][CH2:25]O)[C:17]=1[CH2:18][CH2:19][C:20]([O:22]C)=[O:21])=[O:7])([CH3:4])([CH3:3])[CH3:2].C1(P(C2C=CC=CC=2)C2C=CC=CC=2)C=CC=CC=1.C1C(=O)N(Br)C(=O)C1.[N-:54]=[N+:55]=[N-:56].[Na+].[Na+].[I-].O[Li].O. (3) The reactants are: [C:1]([NH:4][C:5]1[C:14]2[C:9](=[CH:10][CH:11]=[CH:12][CH:13]=2)[C:8]([S:15](Cl)(=[O:17])=[O:16])=[CH:7][CH:6]=1)(=[O:3])[CH3:2].[NH2:19][C:20]1[S:21][CH:22]=[CH:23][N:24]=1. Given the product [S:21]1[CH:22]=[CH:23][N:24]=[C:20]1[NH:19][S:15]([C:8]1[C:9]2[C:14](=[CH:13][CH:12]=[CH:11][CH:10]=2)[C:5]([NH:4][C:1](=[O:3])[CH3:2])=[CH:6][CH:7]=1)(=[O:17])=[O:16], predict the reactants needed to synthesize it. (4) Given the product [CH3:1][NH:2][CH2:8][C:10]1[CH:11]=[C:12]([CH:20]=[C:21]([C:23]([F:26])([F:25])[F:24])[CH:22]=1)[C:13]([O:15][C:16]([CH3:19])([CH3:18])[CH3:17])=[O:14], predict the reactants needed to synthesize it. The reactants are: [CH3:1][NH2:2].O1CCCC1.[CH:8]([C:10]1[CH:11]=[C:12]([CH:20]=[C:21]([C:23]([F:26])([F:25])[F:24])[CH:22]=1)[C:13]([O:15][C:16]([CH3:19])([CH3:18])[CH3:17])=[O:14])=O.C(O[BH-](OC(=O)C)OC(=O)C)(=O)C.[Na+]. (5) The reactants are: [O:1]=[S:2]1(=[O:54])[CH2:7][CH2:6][N:5]([CH2:8][CH2:9][NH:10][C@:11]23[CH2:46][CH2:45][C@@H:44]([CH:47]([NH:49][C:50]([O:52][CH3:53])=[O:51])[CH3:48])[C@@H:12]2[C@@H:13]2[C@@:26]([CH3:29])([CH2:27][CH2:28]3)[C@@:25]3([CH3:30])[C@@H:16]([C@:17]4([CH3:43])[C@@H:22]([CH2:23][CH2:24]3)[C:21]([CH3:32])([CH3:31])[C:20]([C:33]3[CH:42]=[CH:41][C:36]([C:37]([O:39]C)=[O:38])=[CH:35][CH:34]=3)=[CH:19][CH2:18]4)[CH2:15][CH2:14]2)[CH2:4][CH2:3]1.O=S1(=O)CCN(CCN[C@]23CC[C@@H](C(N[C:104](=[O:109])[C:105]([F:108])([F:107])[F:106])C)[C@@H]2[C@@H]2[C@@](C)(CC3)[C@@]3(C)[C@@H]([C@]4(C)[C@@H](CC3)C(C)(C)C(C3C=CC(C(OC)=O)=CC=3)=CC4)CC2)CC1.O.[OH-].[Li+]. Given the product [O:54]=[S:2]1(=[O:1])[CH2:7][CH2:6][N:5]([CH2:8][CH2:9][NH:10][C@:11]23[CH2:46][CH2:45][C@@H:44]([CH:47]([NH:49][C:50]([O:52][CH3:53])=[O:51])[CH3:48])[C@@H:12]2[C@@H:13]2[C@@:26]([CH3:29])([CH2:27][CH2:28]3)[C@@:25]3([CH3:30])[C@@H:16]([C@:17]4([CH3:43])[C@@H:22]([CH2:23][CH2:24]3)[C:21]([CH3:31])([CH3:32])[C:20]([C:33]3[CH:34]=[CH:35][C:36]([C:37]([OH:39])=[O:38])=[CH:41][CH:42]=3)=[CH:19][CH2:18]4)[CH2:15][CH2:14]2)[CH2:4][CH2:3]1.[C:104]([OH:109])([C:105]([F:108])([F:107])[F:106])=[O:1], predict the reactants needed to synthesize it. (6) Given the product [Cl:24][CH:7]([CH:1]1[CH2:6][CH2:5][CH2:4][CH2:3][CH2:2]1)[C:9]1[CH:13]=[C:12]([CH:14]2[CH2:19][CH2:18][O:17][CH2:16][CH2:15]2)[S:11][C:10]=1[CH2:20][CH3:21], predict the reactants needed to synthesize it. The reactants are: [CH:1]1([CH:7]([C:9]2[CH:13]=[C:12]([CH:14]3[CH2:19][CH2:18][O:17][CH2:16][CH2:15]3)[S:11][C:10]=2[CH2:20][CH3:21])O)[CH2:6][CH2:5][CH2:4][CH2:3][CH2:2]1.S(Cl)([Cl:24])=O.C(=O)([O-])O.[Na+]. (7) Given the product [CH2:13]([O:12][C:9]1[CH:10]=[CH:11][C:6]([C:4]2[O:5][C:28](=[S:29])[NH:2][C:3]=2[C:20]2[CH:21]=[N:22][C:23]([O:26][CH3:27])=[CH:24][CH:25]=2)=[CH:7][CH:8]=1)[C:14]1[CH:19]=[CH:18][CH:17]=[CH:16][CH:15]=1, predict the reactants needed to synthesize it. The reactants are: Cl.[NH2:2][CH:3]([C:20]1[CH:21]=[N:22][C:23]([O:26][CH3:27])=[CH:24][CH:25]=1)[C:4]([C:6]1[CH:11]=[CH:10][C:9]([O:12][CH2:13][C:14]2[CH:19]=[CH:18][CH:17]=[CH:16][CH:15]=2)=[CH:8][CH:7]=1)=[O:5].[C:28](=S)=[S:29].O.